From a dataset of Forward reaction prediction with 1.9M reactions from USPTO patents (1976-2016). Predict the product of the given reaction. (1) Given the reactants [Cl:1][C:2]1[CH:7]=[CH:6][C:5]([C:8]2[S:9][C:10]([CH:13]([OH:15])C)=[CH:11][N:12]=2)=[CH:4][CH:3]=1.[H-].[Na+].Cl[C:19]1[CH:27]2[CH:22]([C:23]3([CH3:29])[O:28][CH:26]2[CH2:25][CH2:24]3)[C:21](=[O:30])[CH:20]=1, predict the reaction product. The product is: [Cl:1][C:2]1[CH:3]=[CH:4][C:5]([C:8]2[S:9][C:10]([CH2:13][O:15][C:19]3[CH:27]4[CH:22]([C:23]5([CH3:29])[O:28][CH:26]4[CH2:25][CH2:24]5)[C:21](=[O:30])[CH:20]=3)=[CH:11][N:12]=2)=[CH:6][CH:7]=1. (2) Given the reactants [NH2:1][C:2]1[C:7]([C:8]#[N:9])=[C:6]([C:10]2[CH:15]=[CH:14][C:13]([O:16][CH2:17][C@@H:18]([O:20][Si](C(C)(C)C)(C)C)[CH3:19])=[CH:12][CH:11]=2)[C:5]([C:28]#[N:29])=[C:4]([S:30][CH2:31][C:32]2[N:33]=[C:34]([C:38]3[CH:43]=[CH:42][C:41]([F:44])=[CH:40][CH:39]=3)[O:35][C:36]=2[CH3:37])[N:3]=1.Cl, predict the reaction product. The product is: [NH2:1][C:2]1[C:7]([C:8]#[N:9])=[C:6]([C:10]2[CH:11]=[CH:12][C:13]([O:16][CH2:17][C@@H:18]([OH:20])[CH3:19])=[CH:14][CH:15]=2)[C:5]([C:28]#[N:29])=[C:4]([S:30][CH2:31][C:32]2[N:33]=[C:34]([C:38]3[CH:39]=[CH:40][C:41]([F:44])=[CH:42][CH:43]=3)[O:35][C:36]=2[CH3:37])[N:3]=1. (3) Given the reactants [CH3:1][CH:2](O)[C:3]#[CH:4].[C:6]1(=[O:16])[NH:10][C:9](=[O:11])[C:8]2=[CH:12][CH:13]=[CH:14][CH:15]=[C:7]12.C1(P(C2C=CC=CC=2)C2C=CC=CC=2)C=CC=CC=1.N(C(OCC)=O)=NC(OCC)=O, predict the reaction product. The product is: [CH3:4][CH:3]([N:10]1[C:6](=[O:16])[C:7]2[C:8](=[CH:12][CH:13]=[CH:14][CH:15]=2)[C:9]1=[O:11])[C:2]#[CH:1]. (4) The product is: [F:13][C:14]1[CH:42]=[CH:41][CH:40]=[CH:39][C:15]=1[CH2:16][N:17]1[C:21]2=[N:22][CH:23]=[CH:24][CH:25]=[C:20]2[C:19]([C:26]2[N:27]=[C:28]([O:38][CH2:9][C:8]([F:12])([F:11])[F:7])[C:29]3[C:34]([CH3:36])([CH3:35])[C:33](=[O:37])[NH:32][C:30]=3[N:31]=2)=[N:18]1. Given the reactants C(=O)([O-])[O-].[Cs+].[Cs+].[F:7][C:8]([F:12])([F:11])[CH2:9]I.[F:13][C:14]1[CH:42]=[CH:41][CH:40]=[CH:39][C:15]=1[CH2:16][N:17]1[C:21]2=[N:22][CH:23]=[CH:24][CH:25]=[C:20]2[C:19]([C:26]2[N:27]=[C:28]([OH:38])[C:29]3[C:34]([CH3:36])([CH3:35])[C:33](=[O:37])[NH:32][C:30]=3[N:31]=2)=[N:18]1, predict the reaction product. (5) Given the reactants C([O:5][C:6](=[O:33])[CH2:7][CH2:8][CH2:9][CH2:10][CH2:11][C@H:12]([NH:22][C:23]([O:25][CH2:26][C:27]1[CH:32]=[CH:31][CH:30]=[CH:29][CH:28]=1)=[O:24])[C:13](=[O:21])[NH:14][C:15]1[CH:20]=[CH:19][CH:18]=[CH:17][CH:16]=1)(C)(C)C.C(O)(C(F)(F)F)=O, predict the reaction product. The product is: [CH2:26]([O:25][C:23]([NH:22][C@H:12]([C:13](=[O:21])[NH:14][C:15]1[CH:16]=[CH:17][CH:18]=[CH:19][CH:20]=1)[CH2:11][CH2:10][CH2:9][CH2:8][CH2:7][C:6]([OH:33])=[O:5])=[O:24])[C:27]1[CH:32]=[CH:31][CH:30]=[CH:29][CH:28]=1. (6) Given the reactants [C:1]([OH:9])(=[O:8])/[C:2](=[C:4](\[CH:6]=O)/[Cl:5])/[Cl:3].C[Si](C)(C)[O:12][C:13]([C:15]1[CH:20]=[CH:19][CH:18]=[CH:17][CH:16]=1)=[CH2:14], predict the reaction product. The product is: [Cl:3][C:2]1([C:4]([Cl:5])=[CH:6][CH2:14][C:13](=[O:12])[C:15]2[CH:20]=[CH:19][CH:18]=[CH:17][CH:16]=2)[O:9][C:1]1=[O:8]. (7) Given the reactants C[O:2][C:3](=[O:14])[C:4]1[CH:9]=[C:8]([CH2:10]Br)[CH:7]=[CH:6][C:5]=1[CH2:12]Br.C(=O)([O-])[O-:16].[Ca+2].Cl, predict the reaction product. The product is: [OH:16][CH2:10][C:8]1[CH:9]=[C:4]2[C:5]([CH2:12][O:2][C:3]2=[O:14])=[CH:6][CH:7]=1.